From a dataset of Catalyst prediction with 721,799 reactions and 888 catalyst types from USPTO. Predict which catalyst facilitates the given reaction. (1) Product: [C:1]([O:5][C:6](=[O:13])[NH:7][CH2:8][CH:9]1[CH2:10][N:11]([C:27]([CH:23]2[CH2:26][CH2:25][CH2:24]2)=[O:28])[CH2:12]1)([CH3:4])([CH3:2])[CH3:3]. Reactant: [C:1]([O:5][C:6](=[O:13])[NH:7][CH2:8][CH:9]1[CH2:12][NH:11][CH2:10]1)([CH3:4])([CH3:3])[CH3:2].CCN(C(C)C)C(C)C.[CH:23]1([C:27](Cl)=[O:28])[CH2:26][CH2:25][CH2:24]1. The catalyst class is: 2. (2) Reactant: [ClH:1].CC(O)C.Cl.[CH3:7][O:8][C:9]([C@@H:11]([C:18]1[CH:23]=[CH:22][CH:21]=[CH:20][CH:19]=1)[C@@H:12]1[NH:17][CH2:16][CH2:15][CH2:14][CH2:13]1)=[O:10].C(OC(C)C)(=O)C. Product: [CH3:7][O:8][C:9]([C@@H:11]([C:18]1[CH:19]=[CH:20][CH:21]=[CH:22][CH:23]=1)[C@H:12]1[NH:17][CH2:16][CH2:15][CH2:14][CH2:13]1)=[O:10].[ClH:1]. The catalyst class is: 41. (3) Reactant: [NH2:1][C:2]1[CH:3]=[CH:4][C:5]([CH3:12])=[C:6]([C:8]([F:11])([F:10])[F:9])[CH:7]=1.N1C=CC=CC=1.[F:19][C:20]([F:31])([F:30])[C:21](O[C:21](=[O:22])[C:20]([F:31])([F:30])[F:19])=[O:22]. Product: [CH3:12][C:5]1[CH:4]=[CH:3][C:2]([NH:1][C:21](=[O:22])[C:20]([F:31])([F:30])[F:19])=[CH:7][C:6]=1[C:8]([F:9])([F:10])[F:11]. The catalyst class is: 2. (4) Reactant: C(N(C(C)C)CC)(C)C.Cl[C:11]1[C:16]2=[C:17]([CH:26]([CH3:28])[CH3:27])[C:18]([C:20]3[O:24][N:23]=[C:22]([CH3:25])[N:21]=3)=[CH:19][N:15]2[N:14]=[CH:13][N:12]=1.[F:29][C:30]1[C:35]([NH2:36])=[CH:34][N:33]=[C:32]2[NH:37][CH:38]=[CH:39][C:31]=12. Product: [F:29][C:30]1[C:35]([NH:36][C:11]2[C:16]3=[C:17]([CH:26]([CH3:28])[CH3:27])[C:18]([C:20]4[O:24][N:23]=[C:22]([CH3:25])[N:21]=4)=[CH:19][N:15]3[N:14]=[CH:13][N:12]=2)=[CH:34][N:33]=[C:32]2[NH:37][CH:38]=[CH:39][C:31]=12. The catalyst class is: 3. (5) The catalyst class is: 4. Product: [CH3:29][O:28][CH2:27][CH2:26][N:6]([CH2:5][CH2:4][O:3][CH3:2])[C:7]1[N:12]=[C:11]([CH3:13])[NH:10][C:9]2=[C:14]([C:18]3[CH:23]=[CH:22][C:21]([Cl:24])=[CH:20][C:19]=3[Cl:25])[N:15]=[C:16]([CH3:17])[C:8]=12. Reactant: Cl.[CH3:2][O:3][CH2:4][CH2:5][N:6]([CH2:26][CH2:27][O:28][CH3:29])[C:7]1[N:12]=[C:11]([CH3:13])[NH:10][C:9]2=[C:14]([C:18]3[CH:23]=[CH:22][C:21]([Cl:24])=[CH:20][C:19]=3[Cl:25])[N:15]=[C:16]([CH3:17])[C:8]=12.COCCNCCOC.